Task: Predict the reaction yield, written as a fraction of the theoretical maximum amount of product (1.0 means a 100% yield; for example, 0.34 means a 34% yield).. Dataset: Reaction yield outcomes from USPTO patents with 853,638 reactions (1) The reactants are [CH:1]([C:4]1[CH:5]=[C:6]([C:12]([OH:14])=O)[O:7][C:8]=1[CH:9]([CH3:11])[CH3:10])([CH3:3])[CH3:2].[F:15][C:16]1[CH:25]=[C:24]([NH2:26])[CH:23]=[CH:22][C:17]=1[C:18]([O:20][CH3:21])=[O:19]. No catalyst specified. The product is [F:15][C:16]1[CH:25]=[C:24]([NH:26][C:12]([C:6]2[O:7][C:8]([CH:9]([CH3:10])[CH3:11])=[C:4]([CH:1]([CH3:2])[CH3:3])[CH:5]=2)=[O:14])[CH:23]=[CH:22][C:17]=1[C:18]([O:20][CH3:21])=[O:19]. The yield is 0.670. (2) The reactants are Cl.[Sn](Cl)Cl.[CH3:5][C:6]1[CH:11]=[CH:10][C:9]([N:12]2[CH2:17][CH2:16][CH2:15][CH2:14][CH2:13]2)=[C:8]([N+:18]([O-])=O)[CH:7]=1.C(=O)(O)[O-].[Na+]. The catalyst is CO. The product is [CH3:5][C:6]1[CH:11]=[CH:10][C:9]([N:12]2[CH2:17][CH2:16][CH2:15][CH2:14][CH2:13]2)=[C:8]([CH:7]=1)[NH2:18]. The yield is 0.950. (3) The reactants are C(=O)([O-])[O-].[K+].[K+].[Cl:7][C:8]1[CH:13]=[CH:12][CH:11]=[CH:10][C:9]=1[C:14]1[C:18]([C:19]([O:21][CH3:22])=[O:20])=[CH:17][NH:16][N:15]=1.[Cl:23][C:24]1[N:29]=[C:28](Cl)[CH:27]=[CH:26][N:25]=1. The catalyst is C(#N)C. The product is [Cl:7][C:8]1[CH:13]=[CH:12][CH:11]=[CH:10][C:9]=1[C:14]1[C:18]([C:19]([O:21][CH3:22])=[O:20])=[CH:17][N:16]([C:26]2[CH:27]=[CH:28][N:29]=[C:24]([Cl:23])[N:25]=2)[N:15]=1. The yield is 0.520. (4) The reactants are [NH:1]1[C:5]2[CH:6]=[CH:7][CH:8]=[CH:9][C:4]=2[N:3]=[C:2]1[S:10][C:11]1[O:15][C:14]([CH:16]2[C:25]3[C:24](=[O:26])[CH2:23][C:22]([CH3:28])([CH3:27])[CH2:21][C:20]=3[NH:19][C:18]3=[C:29]([C:32](O)=[O:33])[NH:30][CH:31]=[C:17]23)=[CH:13][CH:12]=1.C[N:36](C(ON1N=NC2C=CC=CC1=2)=[N+](C)C)C.F[P-](F)(F)(F)(F)F.[Cl-].[NH4+].C(N(CC)C(C)C)(C)C. The catalyst is CN(C)C=O.O. The product is [NH:1]1[C:5]2[CH:6]=[CH:7][CH:8]=[CH:9][C:4]=2[N:3]=[C:2]1[S:10][C:11]1[O:15][C:14]([CH:16]2[C:25]3[C:24](=[O:26])[CH2:23][C:22]([CH3:27])([CH3:28])[CH2:21][C:20]=3[NH:19][C:18]3=[C:29]([C:32]([NH2:36])=[O:33])[NH:30][CH:31]=[C:17]23)=[CH:13][CH:12]=1. The yield is 0.120. (5) The reactants are [CH2:1]([O:8][C:9]1[CH:10]=[C:11]([C:16]2[C:21](=[O:22])[NH:20][CH:19]=[C:18]([C:23]([O:25][CH3:26])=[O:24])[CH:17]=2)[CH:12]=[CH:13][C:14]=1[Cl:15])[C:2]1[CH:7]=[CH:6][CH:5]=[CH:4][CH:3]=1.[F:27][C:28]([F:41])([F:40])[S:29](O[S:29]([C:28]([F:41])([F:40])[F:27])(=[O:31])=[O:30])(=[O:31])=[O:30]. No catalyst specified. The product is [CH2:1]([O:8][C:9]1[CH:10]=[C:11]([C:16]2[C:21]([O:22][S:29]([C:28]([F:41])([F:40])[F:27])(=[O:31])=[O:30])=[N:20][CH:19]=[C:18]([CH:17]=2)[C:23]([O:25][CH3:26])=[O:24])[CH:12]=[CH:13][C:14]=1[Cl:15])[C:2]1[CH:7]=[CH:6][CH:5]=[CH:4][CH:3]=1. The yield is 0.600. (6) The catalyst is C(Cl)(Cl)Cl.CO. The reactants are [CH3:1][O:2][C:3]1[CH:4]=[C:5]([N:9]([CH3:30])[C:10]2[C:22]3[C:21]4[C:16](=[CH:17][CH:18]=[CH:19][CH:20]=4)[NH:15][C:14]=3[N:13]=[C:12]([NH:23]C(=O)C(C)(C)C)[N:11]=2)[CH:6]=[CH:7][CH:8]=1.[OH-].[Na+]. The product is [CH3:1][O:2][C:3]1[CH:4]=[C:5]([N:9]([CH3:30])[C:10]2[C:22]3[C:21]4[C:16](=[CH:17][CH:18]=[CH:19][CH:20]=4)[NH:15][C:14]=3[N:13]=[C:12]([NH2:23])[N:11]=2)[CH:6]=[CH:7][CH:8]=1. The yield is 0.930.